From a dataset of Reaction yield outcomes from USPTO patents with 853,638 reactions. Predict the reaction yield, written as a fraction of the theoretical maximum amount of product (1.0 means a 100% yield; for example, 0.34 means a 34% yield). (1) The reactants are [Cl:1][C:2]1[C:10]2[C:5](=[N:6][CH:7]=[CH:8][C:9]=2[C:11]2[CH:12]=[C:13]([C:17]([CH3:29])([CH2:27][CH3:28])[CH2:18][NH:19]C(=O)OC(C)(C)C)[CH:14]=[CH:15][CH:16]=2)[NH:4][N:3]=1.C(O)(C(F)(F)F)=O. The catalyst is C(Cl)Cl. The product is [Cl:1][C:2]1[C:10]2[C:5](=[N:6][CH:7]=[CH:8][C:9]=2[C:11]2[CH:12]=[C:13]([C:17]([CH3:29])([CH2:27][CH3:28])[CH2:18][NH2:19])[CH:14]=[CH:15][CH:16]=2)[NH:4][N:3]=1. The yield is 0.550. (2) The reactants are [NH:1]1[CH2:6][CH2:5][CH:4]([CH2:7][N:8]2[CH2:13][CH2:12][CH:11]([CH2:14][NH:15][C:16]([C:18]3[C:26]4[N:25]=[C:24]([CH:27]([CH3:29])[CH3:28])[NH:23][C:22]=4[CH:21]=[CH:20][CH:19]=3)=[O:17])[CH2:10][CH2:9]2)[CH2:3][CH2:2]1.C(N(CC)C(C)C)(C)C.ClCCl.[Cl:42][C:43]1[CH:51]=[CH:50][CH:49]=[CH:48][C:44]=1[C:45](Cl)=[O:46]. The catalyst is O1CCCC1.CN(C)C=O. The product is [Cl:42][C:43]1[CH:51]=[CH:50][CH:49]=[CH:48][C:44]=1[C:45]([N:1]1[CH2:2][CH2:3][CH:4]([CH2:7][N:8]2[CH2:9][CH2:10][CH:11]([CH2:14][NH:15][C:16]([C:18]3[C:26]4[N:25]=[C:24]([CH:27]([CH3:29])[CH3:28])[NH:23][C:22]=4[CH:21]=[CH:20][CH:19]=3)=[O:17])[CH2:12][CH2:13]2)[CH2:5][CH2:6]1)=[O:46]. The yield is 0.620.